This data is from Forward reaction prediction with 1.9M reactions from USPTO patents (1976-2016). The task is: Predict the product of the given reaction. (1) Given the reactants Br[C:2]1[CH:7]=[C:6]([C:8]2([C:19]3[CH:24]=[CH:23][N:22]=[C:21]([CH:25]([F:27])[F:26])[CH:20]=3)[C:16]3[C:11](=[C:12]([F:17])[CH:13]=[CH:14][CH:15]=3)[C:10]([NH2:18])=[N:9]2)[CH:5]=[CH:4][N:3]=1.[N:28]1[CH:33]=[C:32](B(O)O)[CH:31]=[N:30][CH:29]=1.C(=O)([O-])[O-].[Cs+].[Cs+], predict the reaction product. The product is: [F:26][CH:25]([F:27])[C:21]1[CH:20]=[C:19]([C:8]2([C:6]3[CH:5]=[CH:4][N:3]=[C:2]([C:32]4[CH:33]=[N:28][CH:29]=[N:30][CH:31]=4)[CH:7]=3)[C:16]3[C:11](=[C:12]([F:17])[CH:13]=[CH:14][CH:15]=3)[C:10]([NH2:18])=[N:9]2)[CH:24]=[CH:23][N:22]=1. (2) Given the reactants [Cl:1][C:2]1[CH:10]=[C:9]([OH:11])[C:8]([Cl:12])=[CH:7][C:3]=1[C:4]([OH:6])=O.[Cl:13][C:14]1[C:15]2[N:16]([CH:24]=[C:25]([C:27]([NH:29][NH2:30])=[O:28])[N:26]=2)[CH:17]=[C:18]([C:20]([F:23])([F:22])[F:21])[CH:19]=1.[CH3:31]CN=C=NCCCN(C)C.Cl.C1C=CC2N(O)N=NC=2C=1, predict the reaction product. The product is: [Cl:13][C:14]1[C:15]2[N:16]([CH:24]=[C:25]([C:27]([NH:29][NH:30][C:4](=[O:6])[C:3]3[CH:7]=[C:8]([Cl:12])[C:9]([O:11][CH3:31])=[CH:10][C:2]=3[Cl:1])=[O:28])[N:26]=2)[CH:17]=[C:18]([C:20]([F:21])([F:22])[F:23])[CH:19]=1. (3) Given the reactants [C:1]([C:3]1[CH:8]=[CH:7][C:6]([CH2:9][CH2:10][N:11]2[CH2:16][CH2:15][C:14]([CH2:18][S:19]([C:21]3[CH:30]=[CH:29][C:24]([C:25]([O:27]C)=[O:26])=[CH:23][CH:22]=3)=[O:20])([OH:17])[CH2:13][CH2:12]2)=[CH:5][CH:4]=1)#[N:2].O1CCCC1.C[Si](C)(C)[O-].[K+].[Cl:42]CCl, predict the reaction product. The product is: [ClH:42].[C:1]([C:3]1[CH:4]=[CH:5][C:6]([CH2:9][CH2:10][N:11]2[CH2:12][CH2:13][C:14]([CH2:18][S:19]([C:21]3[CH:22]=[CH:23][C:24]([C:25]([OH:27])=[O:26])=[CH:29][CH:30]=3)=[O:20])([OH:17])[CH2:15][CH2:16]2)=[CH:7][CH:8]=1)#[N:2]. (4) The product is: [CH:1]1([C:4]2[C:9]3[CH2:10][O:11][C:12]([CH3:15])([CH3:14])[CH2:13][C:8]=3[C:7]([C:16]#[N:17])=[C:6]([N:18]3[CH2:23][CH2:22][N:21]([C:24](=[O:28])[CH2:25][CH2:26][F:38])[C@H:20]([CH:29]([CH3:31])[CH3:30])[CH2:19]3)[N:5]=2)[CH2:3][CH2:2]1. Given the reactants [CH:1]1([C:4]2[C:9]3[CH2:10][O:11][C:12]([CH3:15])([CH3:14])[CH2:13][C:8]=3[C:7]([C:16]#[N:17])=[C:6]([N:18]3[CH2:23][CH2:22][N:21]([C:24](=[O:28])[CH2:25][CH2:26]O)[C@H:20]([CH:29]([CH3:31])[CH3:30])[CH2:19]3)[N:5]=2)[CH2:3][CH2:2]1.CCN(S(F)(F)[F:38])CC, predict the reaction product. (5) Given the reactants CO[C:3]1[C:30]([O:31][CH3:32])=[CH:29][C:6]2[C:7]([OH:28])=[CH:8][C:9]3[C:10]([CH3:27])([CH3:26])[C:11]4[CH:12]=[C:13]([C:18]5[CH:23]=[CH:22][CH:21]=[CH:20][C:19]=5[O:24][CH3:25])[CH:14]=[CH:15][C:16]=4[C:17]=3[C:5]=2[CH:4]=1.[NH:33]1[CH2:38][CH2:37][CH2:36][CH2:35][CH2:34]1.C([Li])CCC.Cl, predict the reaction product. The product is: [N:33]1([C:3]2[C:30]([O:31][CH3:32])=[CH:29][C:6]3[C:7]([OH:28])=[CH:8][C:9]4[C:10]([CH3:27])([CH3:26])[C:11]5[CH:12]=[C:13]([C:18]6[CH:23]=[CH:22][CH:21]=[CH:20][C:19]=6[O:24][CH3:25])[CH:14]=[CH:15][C:16]=5[C:17]=4[C:5]=3[CH:4]=2)[CH2:38][CH2:37][CH2:36][CH2:35][CH2:34]1. (6) The product is: [CH2:21]([C@H:4]1[C@H:3]([CH3:23])[C@@H:2]([NH:1][C:34]2[N:39]=[C:38]([CH3:40])[CH:37]=[CH:36][N:35]=2)[C:11]2[C:6](=[CH:7][CH:8]=[C:9]([N:12]3[CH2:13][CH2:14][O:15][CH2:16][CH2:17]3)[CH:10]=2)[N:5]1[C:18](=[O:20])[CH3:19])[CH3:22]. Given the reactants [NH2:1][C@H:2]1[C:11]2[C:6](=[CH:7][CH:8]=[C:9]([N:12]3[CH2:17][CH2:16][O:15][CH2:14][CH2:13]3)[CH:10]=2)[N:5]([C:18](=[O:20])[CH3:19])[C@@H:4]([CH2:21][CH3:22])[C@@H:3]1[CH3:23].C(N(CC)C(C)C)(C)C.Br[C:34]1[N:39]=[C:38]([CH3:40])[CH:37]=[CH:36][N:35]=1, predict the reaction product. (7) Given the reactants Cl.[CH3:2][O:3][C:4](=[O:17])[C@@H:5]([CH2:7][C:8]1[C:16]2[C:11](=[CH:12][CH:13]=[CH:14][CH:15]=2)[NH:10][CH:9]=1)[NH2:6].C(N(CC)CC)C.[C:25](Cl)(=[O:35])[C:26]1[CH:34]=[CH:33][C:32]2[O:31][CH2:30][O:29][C:28]=2[CH:27]=1, predict the reaction product. The product is: [CH3:2][O:3][C:4](=[O:17])[C@@H:5]([CH2:7][C:8]1[C:16]2[C:11](=[CH:12][CH:13]=[CH:14][CH:15]=2)[NH:10][CH:9]=1)[NH:6][C:25]([C:26]1[CH:34]=[CH:33][C:32]2[O:31][CH2:30][O:29][C:28]=2[CH:27]=1)=[O:35].